Dataset: Catalyst prediction with 721,799 reactions and 888 catalyst types from USPTO. Task: Predict which catalyst facilitates the given reaction. (1) Reactant: Cl[C:2]1[CH:7]=[C:6]([C:8]2[CH:13]=[C:12]([F:14])[CH:11]=[C:10]([F:15])[CH:9]=2)[N:5]2[N:16]=[C:17]([CH3:20])[C:18]([I:19])=[C:4]2[N:3]=1.CCN(C(C)C)C(C)C.[NH:30]1[CH2:34][CH2:33][CH2:32][C@H:31]1[CH2:35][OH:36]. Product: [F:15][C:10]1[CH:9]=[C:8]([C:6]2[N:5]3[N:16]=[C:17]([CH3:20])[C:18]([I:19])=[C:4]3[N:3]=[C:2]([N:30]3[CH2:34][CH2:33][CH2:32][C@H:31]3[CH2:35][OH:36])[CH:7]=2)[CH:13]=[C:12]([F:14])[CH:11]=1. The catalyst class is: 10. (2) Reactant: [F:1][C:2]([F:13])([F:12])[C:3]1[CH:11]=[CH:10][C:6]([C:7](O)=[O:8])=[CH:5][N:4]=1.[H-].[H-].[H-].[H-].[Li+].[Al+3]. Product: [F:12][C:2]([F:1])([F:13])[C:3]1[N:4]=[CH:5][C:6]([CH2:7][OH:8])=[CH:10][CH:11]=1. The catalyst class is: 1. (3) Reactant: [ClH:1].[S:2]1[CH:6]=[CH:5][C:4]2[C:7]([N:11]3[CH2:16][CH2:15][N:14]([CH2:17][CH2:18][CH2:19][O:20][C:21]4[C:26]([CH3:27])=[CH:25][C:24](Br)=[CH:23][C:22]=4[O:29][CH3:30])[CH2:13][CH2:12]3)=[CH:8][CH:9]=[CH:10][C:3]1=2.[C:31]([N:34]1[CH2:39][CH2:38][NH:37][CH2:36][CH2:35]1)(=[O:33])[CH3:32].C1(P(C2C=CC=CC=2)C2C=CC3C(=CC=CC=3)C=2C2C3C(=CC=CC=3)C=CC=2P(C2C=CC=CC=2)C2C=CC=CC=2)C=CC=CC=1.CC(C)([O-])C.[Na+]. Product: [ClH:1].[C:31]([N:34]1[CH2:39][CH2:38][N:37]([C:24]2[CH:25]=[C:26]([CH3:27])[C:21]([O:20][CH2:19][CH2:18][CH2:17][N:14]3[CH2:15][CH2:16][N:11]([C:7]4[C:4]5[CH:5]=[CH:6][S:2][C:3]=5[CH:10]=[CH:9][CH:8]=4)[CH2:12][CH2:13]3)=[C:22]([O:29][CH3:30])[CH:23]=2)[CH2:36][CH2:35]1)(=[O:33])[CH3:32]. The catalyst class is: 487. (4) Reactant: C[Si]([N-][Si](C)(C)C)(C)C.[K+].[CH2:11](S(C1N(C2C=CC=CC=2)N=NN=1)(=O)=O)[CH2:12][CH2:13][CH3:14].[O:29]=[C:30]1[O:34][CH2:33][C@:32]2([CH2:38][CH2:37][C@H:36]([C:39]3[CH:40]=[C:41]4[C:46](=[CH:47][CH:48]=3)[CH2:45][C@@H:44]([O:49][CH2:50][CH:51]=O)[CH2:43][CH2:42]4)[CH2:35]2)[NH:31]1.CC(C)=O.C(=O)=O. Product: [CH2:50]([O:49][C@H:44]1[CH2:43][CH2:42][C:41]2[CH:40]=[C:39]([C@H:36]3[CH2:37][CH2:38][C@@:32]4([NH:31][C:30](=[O:29])[O:34][CH2:33]4)[CH2:35]3)[CH:48]=[CH:47][C:46]=2[CH2:45]1)/[CH:51]=[CH:11]/[CH2:12][CH2:13][CH3:14]. The catalyst class is: 20. (5) Reactant: Cl.[OH:2][C@H:3]1[CH2:7][N:6]([C:8]2[N:9]=[C:10]([NH:17][C:18]3[NH:22][N:21]=[C:20]([CH:23]([CH3:25])[CH3:24])[CH:19]=3)[C:11]3[CH2:16][CH2:15][CH2:14][C:12]=3[N:13]=2)[C@H:5]([C:26](O)=[O:27])[CH2:4]1.[Cl-].[CH3:30][NH2+:31][CH3:32].CCN=C=NCCCN(C)C.Cl.C1C=CC2N(O)N=NC=2C=1.CCN(C(C)C)C(C)C. The catalyst class is: 18. Product: [OH:2][C@H:3]1[CH2:7][N:6]([C:8]2[N:9]=[C:10]([NH:17][C:18]3[NH:22][N:21]=[C:20]([CH:23]([CH3:24])[CH3:25])[CH:19]=3)[C:11]3[CH2:16][CH2:15][CH2:14][C:12]=3[N:13]=2)[C@H:5]([C:26]([N:31]([CH3:32])[CH3:30])=[O:27])[CH2:4]1.